From a dataset of Full USPTO retrosynthesis dataset with 1.9M reactions from patents (1976-2016). Predict the reactants needed to synthesize the given product. (1) Given the product [C:12]([O:20][C:21]1[CH:22]=[CH:23][C:24]2[C@@H:25]3[C@@H:32]([C:33]([O:35][CH2:36][CH3:37])=[O:34])[C@@H:26]3[CH2:27][C:28]=2[CH:29]=1)(=[O:19])[C:13]1[CH:14]=[CH:15][CH:16]=[CH:17][CH:18]=1, predict the reactants needed to synthesize it. The reactants are: C1([C@@H]2COC=N2)C=CC=CC=1.[C:12]([O:20][C:21]1[CH:29]=[C:28]2[C:24]([CH:25]=[CH:26][CH2:27]2)=[CH:23][CH:22]=1)(=[O:19])[C:13]1[CH:18]=[CH:17][CH:16]=[CH:15][CH:14]=1.[N+](=[CH:32][C:33]([O:35][CH2:36][CH3:37])=[O:34])=[N-]. (2) Given the product [Br:17][C:4]1[N:3]=[C:2]([C:23]2[CH:28]=[CH:27][CH:26]=[CH:25][N:24]=2)[C:7]2[S:8][C:9]([NH:11][C:12]([NH:14][CH2:15][CH3:16])=[O:13])=[N:10][C:6]=2[CH:5]=1, predict the reactants needed to synthesize it. The reactants are: Br[C:2]1[C:7]2[S:8][C:9]([NH:11][C:12]([NH:14][CH2:15][CH3:16])=[O:13])=[N:10][C:6]=2[CH:5]=[C:4]([Br:17])[N:3]=1.C([Sn](CCCC)(CCCC)[C:23]1[CH:28]=[CH:27][CH:26]=[CH:25][N:24]=1)CCC.N#N. (3) Given the product [NH2:52][C:53]1[CH:58]=[C:57]([F:59])[CH:56]=[CH:55][C:54]=1[NH:60][C:61](=[O:73])[C:62]1[CH:67]=[CH:66][C:65]([NH:68][CH2:69][CH2:70][CH2:71][NH:72][C:19]([C:15]2[C:14]([CH3:22])=[C:13](/[CH:12]=[C:5]3\[C:6](=[O:11])[NH:7][C:8]4[C:4]\3=[CH:3][C:2]([F:1])=[CH:10][CH:9]=4)[NH:17][C:16]=2[CH3:18])=[O:21])=[N:64][CH:63]=1, predict the reactants needed to synthesize it. The reactants are: [F:1][C:2]1[CH:3]=[C:4]2[C:8](=[CH:9][CH:10]=1)[NH:7][C:6](=[O:11])/[C:5]/2=[CH:12]\[C:13]1[NH:17][C:16]([CH3:18])=[C:15]([C:19]([OH:21])=O)[C:14]=1[CH3:22].Cl.C(N=C=NCCCN(C)C)C.OC1C2N=NNC=2C=CC=1.C(N(CC)CC)C.[NH2:52][C:53]1[CH:58]=[C:57]([F:59])[CH:56]=[CH:55][C:54]=1[NH:60][C:61](=[O:73])[C:62]1[CH:67]=[CH:66][C:65]([NH:68][CH2:69][CH2:70][CH2:71][NH2:72])=[N:64][CH:63]=1. (4) Given the product [N:10]1[CH:11]=[CH:12][CH:13]=[C:8]([C:5]2[N:4]=[N:3][C:2]([N:22]3[CH2:23][CH2:24][CH:19]([N:14]4[CH2:18][CH2:17][CH2:16][CH2:15]4)[CH2:20][CH2:21]3)=[CH:7][CH:6]=2)[CH:9]=1, predict the reactants needed to synthesize it. The reactants are: Cl[C:2]1[N:3]=[N:4][C:5]([C:8]2[CH:9]=[N:10][CH:11]=[CH:12][CH:13]=2)=[CH:6][CH:7]=1.[N:14]1([CH:19]2[CH2:24][CH2:23][NH:22][CH2:21][CH2:20]2)[CH2:18][CH2:17][CH2:16][CH2:15]1. (5) Given the product [ClH:1].[N:2]12[CH2:9][CH2:8][CH:5]([CH2:6][CH2:7]1)[C@@H:4]([NH:10][C:11]([C:13]1[S:14][C:15]3[CH:21]=[C:20]([C:28]4[CH:29]=[CH:30][C:25]([CH:23]=[O:24])=[CH:26][CH:27]=4)[CH:19]=[CH:18][C:16]=3[CH:17]=1)=[O:12])[CH2:3]2, predict the reactants needed to synthesize it. The reactants are: [ClH:1].[N:2]12[CH2:9][CH2:8][CH:5]([CH2:6][CH2:7]1)[C@@H:4]([NH:10][C:11]([C:13]1[S:14][C:15]3[CH:21]=[C:20](Br)[CH:19]=[CH:18][C:16]=3[CH:17]=1)=[O:12])[CH2:3]2.[CH:23]([C:25]1[CH:30]=[CH:29][C:28](B(O)O)=[CH:27][CH:26]=1)=[O:24].C(=O)([O-])[O-].[Na+].[Na+].